Dataset: HIV replication inhibition screening data with 41,000+ compounds from the AIDS Antiviral Screen. Task: Binary Classification. Given a drug SMILES string, predict its activity (active/inactive) in a high-throughput screening assay against a specified biological target. (1) The molecule is CCOC(=O)C1C(=O)CC(C)(O)C(C(=O)OCC)C1c1ccc(O)c(OC)c1. The result is 0 (inactive). (2) The drug is N#Cc1ccc(C2ON=C(c3ccccc3)N2C23CC4CC(CC(C4)C2)C3)cc1. The result is 0 (inactive). (3) The drug is Nc1ccc(C(=O)Oc2ccccc2)c(O)c1. The result is 0 (inactive). (4) The compound is O=C1CC2C(=O)N(Cc3ccccc3)C1C(S(=O)(=O)c1ccccc1)C2S(=O)(=O)c1ccccc1. The result is 0 (inactive). (5) The result is 0 (inactive). The drug is Nc1nccc(CC(O)(c2ccccc2)c2ccccc2)n1. (6) The result is 0 (inactive). The molecule is CC1(O)C2C3CC4C5C3C1C(O)(C5Br)C42. (7) The compound is Cc1cccc2c1CCC21OC(=O)c2c1ccc1ccccc21. The result is 0 (inactive). (8) The molecule is O=C1CSC(c2c[nH]c3ccccc23)N1c1ccc(Cl)cc1Cl. The result is 0 (inactive). (9) The drug is Cc1cccc(C(O)c2cccnc2)c1O. The result is 0 (inactive).